Predict the reactants needed to synthesize the given product. From a dataset of Full USPTO retrosynthesis dataset with 1.9M reactions from patents (1976-2016). Given the product [O:7]1[C:11]2[CH:12]=[CH:13][CH:14]=[CH:15][C:10]=2[CH:9]([NH:16][C:17]2[CH:26]=[CH:25][C:24]3[C:19](=[CH:20][CH:21]=[C:22]([NH:27][C:5]([NH:4][CH:1]([CH3:3])[CH3:2])=[O:6])[CH:23]=3)[N:18]=2)[CH2:8]1, predict the reactants needed to synthesize it. The reactants are: [CH:1]([N:4]=[C:5]=[O:6])([CH3:3])[CH3:2].[O:7]1[C:11]2[CH:12]=[CH:13][CH:14]=[CH:15][C:10]=2[CH:9]([NH:16][C:17]2[CH:26]=[CH:25][C:24]3[C:19](=[CH:20][CH:21]=[C:22]([NH2:27])[CH:23]=3)[N:18]=2)[CH2:8]1.